Task: Predict the reactants needed to synthesize the given product.. Dataset: Full USPTO retrosynthesis dataset with 1.9M reactions from patents (1976-2016) (1) Given the product [CH2:1]=[CH:2][CH2:3][CH2:4][CH2:5][CH2:6][CH3:7].[CH:2]([CH:3]1[CH2:8][CH2:7][CH2:6][CH2:5][CH2:4]1)=[CH2:1], predict the reactants needed to synthesize it. The reactants are: [CH2:1]=[CH:2][C:3]1[CH:8]=[CH:7][CH:6]=[CH:5][CH:4]=1. (2) Given the product [Br:4][C:5]1[CH:10]=[CH:9][C:8]2[N:11]([CH2:21][C:22]3[CH:23]=[CH:24][C:25]([O:28][CH3:29])=[CH:26][CH:27]=3)[CH2:12][CH2:13][CH2:14][CH2:15][C:16]([C:17]([O:19][CH3:20])=[O:18])=[CH:30][C:7]=2[CH:6]=1, predict the reactants needed to synthesize it. The reactants are: C[O-].[Na+].[Br:4][C:5]1[CH:10]=[CH:9][C:8]([N:11]([CH2:21][C:22]2[CH:27]=[CH:26][C:25]([O:28][CH3:29])=[CH:24][CH:23]=2)[CH2:12][CH2:13][CH2:14][CH2:15][CH2:16][C:17]([O:19][CH3:20])=[O:18])=[C:7]([CH:30]=O)[CH:6]=1.O.Cl. (3) The reactants are: [CH2:1]([N:8]1[CH2:12][CH2:11][C:10]([C:20]2[CH:21]=[C:22]3[C:26](=[CH:27][CH:28]=2)[NH:25][CH:24]=[CH:23]3)([CH2:13][C:14]2[CH:19]=[CH:18][CH:17]=[CH:16][CH:15]=2)[CH2:9]1)[C:2]1[CH:7]=[CH:6][CH:5]=[CH:4][CH:3]=1.[CH3:29][S:30](Cl)(=[O:32])=[O:31]. Given the product [CH2:1]([N:8]1[CH2:12][CH2:11][C:10]([C:20]2[CH:21]=[C:22]3[C:26](=[CH:27][CH:28]=2)[N:25]([S:30]([CH3:29])(=[O:32])=[O:31])[CH:24]=[CH:23]3)([CH2:13][C:14]2[CH:19]=[CH:18][CH:17]=[CH:16][CH:15]=2)[CH2:9]1)[C:2]1[CH:7]=[CH:6][CH:5]=[CH:4][CH:3]=1, predict the reactants needed to synthesize it. (4) Given the product [CH2:48]([O:47][C:45]([N:43]1[C@@H:42]([CH3:55])[CH2:41][CH2:40][C@@H:39]([C:37]2[O:35][C:33]([CH3:34])=[C:32]([C:31]([O:30][CH3:29])=[O:56])[N:36]=2)[CH2:44]1)=[O:46])[C:49]1[CH:50]=[CH:51][CH:52]=[CH:53][CH:54]=1, predict the reactants needed to synthesize it. The reactants are: II.C1C=CC(P(C2C=CC=CC=2)C2C=CC=CC=2)=CC=1.C(N(CC)CC)C.[CH3:29][O:30][C:31](=[O:56])[CH:32]([NH:36][C:37]([C@H:39]1[CH2:44][N:43]([C:45]([O:47][CH2:48][C:49]2[CH:54]=[CH:53][CH:52]=[CH:51][CH:50]=2)=[O:46])[C@@H:42]([CH3:55])[CH2:41][CH2:40]1)=O)[C:33](=[O:35])[CH3:34]. (5) The reactants are: [CH:1]([N:4]1[CH2:9][CH2:8][N:7]([C:10]([CH:12]2[CH2:17][CH2:16][NH:15][CH2:14][CH2:13]2)=[O:11])[CH2:6][CH2:5]1)([CH3:3])[CH3:2].C1(C2C=C(F)[CH:24]=[CH:23][C:22]=2[C:28]([C:30]2[CH:35]=[CH:34][C:33](F)=[CH:32][C:31]=2C2CC2)=[O:29])CC1.C(=O)([O-])[O-].[K+].[K+].[ClH:46]. Given the product [ClH:46].[CH:1]([N:4]1[CH2:9][CH2:8][N:7]([C:10]([CH:12]2[CH2:13][CH2:14][N:15]([C:33]3[CH:32]=[CH:31][C:30]([C:28]([CH:22]4[CH2:23][CH2:24]4)=[O:29])=[CH:35][CH:34]=3)[CH2:16][CH2:17]2)=[O:11])[CH2:6][CH2:5]1)([CH3:3])[CH3:2], predict the reactants needed to synthesize it. (6) Given the product [CH2:2]([C@H:9]1[CH2:10][NH:11][CH2:12][CH2:13][NH:14]1)[C:3]1[CH:8]=[CH:7][CH:6]=[CH:5][CH:4]=1, predict the reactants needed to synthesize it. The reactants are: Cl.[CH2:2]([C@@H:9]1[NH:14][CH2:13][CH2:12][N:11](C(OC(C)(C)C)=O)[CH2:10]1)[C:3]1[CH:8]=[CH:7][CH:6]=[CH:5][CH:4]=1.